This data is from Forward reaction prediction with 1.9M reactions from USPTO patents (1976-2016). The task is: Predict the product of the given reaction. Given the reactants [Cl:1][C:2]1[CH:24]=[CH:23][C:5]2[N:6]=[C:7]([NH:9][C:10]3[N:14]([CH3:15])[C:13]4[CH:16]=[CH:17][C:18]([C:20](O)=[O:21])=[CH:19][C:12]=4[N:11]=3)[S:8][C:4]=2[CH:3]=1.[NH2:25][CH2:26][CH2:27][S:28][CH2:29][CH2:30][OH:31].CN(C(ON1N=NC2C=CC=CC1=2)=[N+](C)C)C.F[P-](F)(F)(F)(F)F.CCN(C(C)C)C(C)C, predict the reaction product. The product is: [OH:31][CH2:30][CH2:29][S:28][CH2:27][CH2:26][NH:25][C:20]([C:18]1[CH:17]=[CH:16][C:13]2[N:14]([CH3:15])[C:10]([NH:9][C:7]3[S:8][C:4]4[CH:3]=[C:2]([Cl:1])[CH:24]=[CH:23][C:5]=4[N:6]=3)=[N:11][C:12]=2[CH:19]=1)=[O:21].